From a dataset of Full USPTO retrosynthesis dataset with 1.9M reactions from patents (1976-2016). Predict the reactants needed to synthesize the given product. (1) Given the product [NH2:7][CH2:8][CH2:9][CH2:10][N:11]([CH2:16][C:17]1[CH:22]=[CH:21][CH:20]=[C:19]([C:23]2[CH:28]=[CH:27][N:26]=[C:25]([N:32]([CH2:33][CH2:34][C:35]3[CH:40]=[CH:39][C:38]([OH:41])=[C:37]([OH:42])[CH:36]=3)[CH3:31])[N:24]=2)[CH:18]=1)[S:12]([CH3:15])(=[O:13])=[O:14], predict the reactants needed to synthesize it. The reactants are: C(OC(=O)[NH:7][CH2:8][CH2:9][CH2:10][N:11]([CH2:16][C:17]1[CH:22]=[CH:21][CH:20]=[C:19]([C:23]2[CH:28]=[CH:27][N:26]=[C:25](Cl)[N:24]=2)[CH:18]=1)[S:12]([CH3:15])(=[O:14])=[O:13])(C)(C)C.[CH3:31][NH:32][CH2:33][CH2:34][C:35]1[CH:36]=[C:37]([OH:42])[C:38]([OH:41])=[CH:39][CH:40]=1. (2) Given the product [CH3:40][O:39][C:29]1[CH:28]=[C:27]([CH:32]=[CH:31][C:30]=1[N:33]1[CH:37]=[C:36]([CH3:38])[N:35]=[CH:34]1)/[CH:26]=[C:21]1/[C:20](=[O:41])[N:19]([CH:16]2[C:17]3[C:12](=[CH:11][CH:10]=[C:9]([N:3]4[CH2:8][CH2:7][O:6][CH2:5][CH2:4]4)[CH:18]=3)[CH2:13][CH2:14][CH2:15]2)[CH2:24][CH2:23][CH2:22]/1, predict the reactants needed to synthesize it. The reactants are: [H-].[Na+].[N:3]1([C:9]2[CH:18]=[C:17]3[C:12]([CH2:13][CH2:14][CH2:15][CH:16]3[NH:19][C:20](=[O:41])/[C:21](=[CH:26]/[C:27]3[CH:32]=[CH:31][C:30]([N:33]4[CH:37]=[C:36]([CH3:38])[N:35]=[CH:34]4)=[C:29]([O:39][CH3:40])[CH:28]=3)/[CH2:22][CH2:23][CH2:24]Cl)=[CH:11][CH:10]=2)[CH2:8][CH2:7][O:6][CH2:5][CH2:4]1.O.C(OCC)(=O)C.